The task is: Predict the reaction yield, written as a fraction of the theoretical maximum amount of product (1.0 means a 100% yield; for example, 0.34 means a 34% yield).. This data is from Reaction yield outcomes from USPTO patents with 853,638 reactions. (1) The reactants are [Cl:1][C:2]1[N:7]=[CH:6][C:5]([OH:8])=[C:4]([I:9])[CH:3]=1.C([O-])([O-])=O.[Cs+].[Cs+].CN(C)C=O.Cl[C:22]([F:27])([F:26])C([O-])=O.[Na+]. The catalyst is C(OCC)(=O)C. The product is [Cl:1][C:2]1[CH:3]=[C:4]([I:9])[C:5]([O:8][CH:22]([F:27])[F:26])=[CH:6][N:7]=1. The yield is 0.920. (2) The reactants are CS(C1C=CC([N:11]2C(=O)C=CC(C([O-])=O)=N2)=CC=1)(=O)=O.[Br:21][C:22]1[CH:27]=[CH:26][C:25]([N:28]2[C:33](=[O:34])[CH:32]=[C:31]([O:35][CH:36]3[CH2:41][CH2:40][N:39]([C:42]([O:44][C:45]([CH3:48])([CH3:47])[CH3:46])=[O:43])[CH2:38][CH2:37]3)[C:30]([C:49]([O:51]C)=O)=[N:29]2)=[C:24]([F:53])[CH:23]=1. No catalyst specified. The product is [Br:21][C:22]1[CH:27]=[CH:26][C:25]([N:28]2[C:33](=[O:34])[CH:32]=[C:31]([O:35][CH:36]3[CH2:37][CH2:38][N:39]([C:42]([O:44][C:45]([CH3:48])([CH3:46])[CH3:47])=[O:43])[CH2:40][CH2:41]3)[C:30]([C:49](=[O:51])[NH2:11])=[N:29]2)=[C:24]([F:53])[CH:23]=1. The yield is 1.00.